Dataset: Full USPTO retrosynthesis dataset with 1.9M reactions from patents (1976-2016). Task: Predict the reactants needed to synthesize the given product. Given the product [F:1][C:2]1[CH:7]=[CH:6][C:5]([F:8])=[CH:4][C:3]=1[C@H:9]1[CH2:13][CH2:12][CH2:11][N:10]1[C:14]1[CH:19]=[CH:18][N:17]2[N:20]=[CH:21][C:22]([NH:23][C:24](=[O:29])[C:25]([CH3:28])([CH3:27])[CH3:26])=[C:16]2[N:15]=1, predict the reactants needed to synthesize it. The reactants are: [F:1][C:2]1[CH:7]=[CH:6][C:5]([F:8])=[CH:4][C:3]=1[C@H:9]1[CH2:13][CH2:12][CH2:11][N:10]1[C:14]1[CH:19]=[CH:18][N:17]2[N:20]=[CH:21][C:22]([NH2:23])=[C:16]2[N:15]=1.[C:24](O[C:24](=[O:29])[C:25]([CH3:28])([CH3:27])[CH3:26])(=[O:29])[C:25]([CH3:28])([CH3:27])[CH3:26].N1C=CC=CC=1.